This data is from Drug-target binding data from BindingDB using Ki measurements. The task is: Regression. Given a target protein amino acid sequence and a drug SMILES string, predict the binding affinity score between them. We predict pKi (pKi = -log10(Ki in M); higher means stronger inhibition). Dataset: bindingdb_ki. (1) The target protein (Q07010) has sequence MEPACKYDFATSVLFTEAELHTRMRGVAQRIADDYSNCNLKPLENPLVIVSVLKGSFVFTADMVRILGDFGVPTRVEFLRASSYGHDTKSCGRVDVKADGLCDIRGKHVLVLEDILDTALTLREVVDSLKKSEPASIKTLVAIDKPGGRKIPFTAEYVVADVPNVFVVGYGLDYDQSYREVRDVVILKPSVYETWGKELERRKAAGEAKR. The pKi is 4.6. The compound is O=P([O-])(O)C(O)(CC1=CCC=NC1)P(=O)([O-])O. (2) The small molecule is C[N+](C)(C)CCOC(N)=O. The target protein sequence is MTLHSQSTTSPLFPQISSSWVHSPSEAGLPLGTVTQLGSYQISQETGQFSSQDTSSDPLGGHTIWQVVFIAFLTGFLALVTIIGNILVIVAFKVNKQLKTVNNYFLLSLASADLIIGVISMNLFTTYIIMNRWALGNLACDLWLSIDYVASNASVMNLLVISFDRYFSITRPLTYRAKRCTKRAGVMIGLAWVISFVLWAPAILFWQYFVGKRTVPPGECFIQFLSEPTITFGTAIAAFYMPVTIMTILYWRIYKETEKRTKELAGLQASGTEIEGRIEGRIEGRTRSQITKRKRMSLIKEKKAAQTLSAILLAFIITWTPYNIMVLVNTFADSAIPKTYWNLGYWLCYINSTVNPVAYALSNKTFRTTFKTLLLSQSDKRKRRKQQYQQRQSVIFHKRVPEQAL. The pKi is 4.5. (3) The drug is CNCCCc1cncc(CCc2cc(C)cc(N)n2)c1. The target protein sequence is MEENTFGVQQIQPNVISVRLFKRKVGGLGFLVKERVSKPPVIISDLIRGGAAEQSGLIQAGDIILAVNDRPLVDLSYDSALEVLRGIASETHVVLILRGPEGFTTHLETTFTGDGTPKTIRVTQPLGPPTKAVDLSHQPSASKDQSLAVDRVTGLGNGPQHAQGHGQGAGSVSQANGVAIDPTMKSTKANLQDIGEHDELLKEIEPVLSILNSGSKATNRGGPAKAEMKDTGIQVDRDLDGKSHKAPPLGGDNDRVFNDLWGKDNVPVILNNPYSEKEQSPTSGKQSPTKNGSPSRCPRFLKVKNWETDVVLTDTLHLKSTLETGCTEHICMGSIMLPSQHTRKPEDVRTKDQLFPLAKEFLDQYYSSIKRFGSKAHMDRLEEVNKEIESTSTYQLKDTELIYGAKHAWRNASRCVGRIQWSKLQVFDARDCTTAHGMFNYICNHVKYATNKGNLRSAITIFPQRTDGKHDFRVWNSQLIRYAGYKQPDGSTLGDPANVQ.... The pKi is 7.3.